Task: Predict the product of the given reaction.. Dataset: Forward reaction prediction with 1.9M reactions from USPTO patents (1976-2016) (1) Given the reactants [Cl:1][C:2]1[CH:3]=[C:4]2[CH:10]=[C:9]([C:11]([OH:13])=O)[NH:8][C:5]2=[N:6][CH:7]=1.Cl.[NH2:15][C@@H:16]([CH2:26][C:27]1[CH:32]=[CH:31][C:30]([F:33])=[CH:29][CH:28]=1)[C:17]([N:19]1[CH2:24][CH2:23][CH:22]([OH:25])[CH2:21][CH2:20]1)=[O:18].C[N+]1(C2N=C(OC)N=C(OC)N=2)CCOCC1.[Cl-].CN1CCOCC1, predict the reaction product. The product is: [F:33][C:30]1[CH:31]=[CH:32][C:27]([CH2:26][C@H:16]([NH:15][C:11]([C:9]2[NH:8][C:5]3=[N:6][CH:7]=[C:2]([Cl:1])[CH:3]=[C:4]3[CH:10]=2)=[O:13])[C:17]([N:19]2[CH2:20][CH2:21][CH:22]([OH:25])[CH2:23][CH2:24]2)=[O:18])=[CH:28][CH:29]=1. (2) Given the reactants [CH3:1][O:2][C:3](=[O:28])[CH2:4][C:5]1[CH:10]=[CH:9][C:8]([C:11]#[C:12][C:13]2[CH:22]=[C:21]([CH:23]=[CH2:24])[C:20]3[C:19](=O)[CH2:18][CH2:17][C:16]([CH3:27])([CH3:26])[C:15]=3[CH:14]=2)=[CH:7][CH:6]=1.[CH:29]1([NH2:32])[CH2:31][CH2:30]1.[C:33]([BH3-])#N.[Na+].C(=O)([O-])[O-].[K+].[K+].CI, predict the reaction product. The product is: [CH3:1][O:2][C:3](=[O:28])[CH2:4][C:5]1[CH:10]=[CH:9][C:8]([C:11]#[C:12][C:13]2[CH:22]=[C:21]([CH:23]=[CH2:24])[C:20]3[CH:19]([N:32]([CH:29]4[CH2:31][CH2:30]4)[CH3:33])[CH2:18][CH2:17][C:16]([CH3:27])([CH3:26])[C:15]=3[CH:14]=2)=[CH:7][CH:6]=1.